From a dataset of Full USPTO retrosynthesis dataset with 1.9M reactions from patents (1976-2016). Predict the reactants needed to synthesize the given product. (1) Given the product [OH:24][C:22]1[CH:21]=[CH:20][C:19]2[C:9]3([CH2:16][O:17][C:18]=2[CH:23]=1)[C:10]1[C:15](=[CH:14][CH:13]=[CH:12][CH:11]=1)[N:7]([CH2:6][C@H:2]1[CH2:3][CH2:4][CH2:5][O:1]1)[C:8]3=[O:35], predict the reactants needed to synthesize it. The reactants are: [O:1]1[CH2:5][CH2:4][CH2:3][C@@H:2]1[CH2:6][N:7]1[C:15]2[C:10](=[CH:11][CH:12]=[CH:13][CH:14]=2)[C:9]2([C:19]3[CH:20]=[CH:21][C:22]([O:24][Si](C(C)C)(C(C)C)C(C)C)=[CH:23][C:18]=3[O:17][CH2:16]2)[C:8]1=[O:35].[F-].C([N+](CCCC)(CCCC)CCCC)CCC. (2) The reactants are: [CH2:1]([O:3][C:4]([N:6]1[C:15]2[C:10](=[CH:11][C:12]([C:16]([F:19])([F:18])[F:17])=[CH:13][CH:14]=2)[C@@H:9]([NH:20][C:21]([O:23][CH3:24])=[O:22])[CH2:8][C@H:7]1[CH2:25][CH3:26])=[O:5])[CH3:2].CC(C)([O-])C.[K+].[F:33][C:34]([F:48])([F:47])[C:35]1[CH:36]=[C:37]([CH:40]=[C:41]([C:43]([F:46])([F:45])[F:44])[CH:42]=1)[CH2:38]Br.N12CCN(CC1)CC2.Cl. Given the product [CH2:1]([O:3][C:4]([N:6]1[C:15]2[C:10](=[CH:11][C:12]([C:16]([F:18])([F:17])[F:19])=[CH:13][CH:14]=2)[C@@H:9]([N:20]([CH2:38][C:37]2[CH:40]=[C:41]([C:43]([F:45])([F:46])[F:44])[CH:42]=[C:35]([C:34]([F:33])([F:47])[F:48])[CH:36]=2)[C:21]([O:23][CH3:24])=[O:22])[CH2:8][C@H:7]1[CH2:25][CH3:26])=[O:5])[CH3:2], predict the reactants needed to synthesize it.